This data is from Peptide-MHC class II binding affinity with 134,281 pairs from IEDB. The task is: Regression. Given a peptide amino acid sequence and an MHC pseudo amino acid sequence, predict their binding affinity value. This is MHC class II binding data. (1) The peptide sequence is QYIKANAKFIGITE. The MHC is DRB1_0404 with pseudo-sequence DRB1_0404. The binding affinity (normalized) is 0.123. (2) The MHC is HLA-DQA10501-DQB10201 with pseudo-sequence HLA-DQA10501-DQB10201. The binding affinity (normalized) is 0.206. The peptide sequence is NYEQQEQASQQILSS. (3) The peptide sequence is IRDGLQYGWKTWGKN. The MHC is DRB3_0202 with pseudo-sequence DRB3_0202. The binding affinity (normalized) is 0.344. (4) The peptide sequence is RKHIEWNCDVCRHGD. The MHC is DRB1_1101 with pseudo-sequence DRB1_1101. The binding affinity (normalized) is 0.0271. (5) The MHC is HLA-DQA10501-DQB10301 with pseudo-sequence HLA-DQA10501-DQB10301. The peptide sequence is GDEQKLRSAGELELQFRRVK. The binding affinity (normalized) is 0.378. (6) The peptide sequence is LESDMIIPKSLAGPI. The MHC is DRB5_0101 with pseudo-sequence DRB5_0101. The binding affinity (normalized) is 0.113. (7) The peptide sequence is KKKVPWDQVVMTSLALV. The MHC is DRB1_1301 with pseudo-sequence DRB1_1301. The binding affinity (normalized) is 0. (8) The peptide sequence is EEIRRIWRQANNGDD. The MHC is DRB5_0101 with pseudo-sequence DRB5_0101. The binding affinity (normalized) is 0.197. (9) The peptide sequence is HLFKTTVNSLISDQL. The MHC is DRB3_0101 with pseudo-sequence DRB3_0101. The binding affinity (normalized) is 0.407.